From a dataset of Catalyst prediction with 721,799 reactions and 888 catalyst types from USPTO. Predict which catalyst facilitates the given reaction. (1) Reactant: C1C=C[NH+]=CC=1.[O-][Cr](Cl)(=O)=O.[CH2:12]([O:23][C:24]1[CH:25]=[C:26]([CH:29]=[CH:30][CH:31]=1)[CH2:27][OH:28])[CH2:13][CH2:14]/[CH:15]=[CH:16]\[CH2:17][CH2:18][CH2:19][CH2:20][CH2:21][CH3:22]. Product: [CH2:12]([O:23][C:24]1[CH:25]=[C:26]([CH:29]=[CH:30][CH:31]=1)[CH:27]=[O:28])[CH2:13][CH2:14]/[CH:15]=[CH:16]\[CH2:17][CH2:18][CH2:19][CH2:20][CH2:21][CH3:22]. The catalyst class is: 2. (2) Reactant: [F:1][C:2]1[CH:3]=[C:4]([C@H:10]2[CH2:14][CH2:13][CH2:12][N:11]2[C:15]2[CH:20]=[CH:19][N:18]3[N:21]=[CH:22][C:23]([C:24]([O:26]CC)=[O:25])=[C:17]3[N:16]=2)[C:5]([O:8][CH3:9])=[N:6][CH:7]=1.[Li+].[OH-]. Product: [F:1][C:2]1[CH:3]=[C:4]([C@H:10]2[CH2:14][CH2:13][CH2:12][N:11]2[C:15]2[CH:20]=[CH:19][N:18]3[N:21]=[CH:22][C:23]([C:24]([OH:26])=[O:25])=[C:17]3[N:16]=2)[C:5]([O:8][CH3:9])=[N:6][CH:7]=1. The catalyst class is: 5. (3) Reactant: [Cl:1][C:2]1[CH:8]=[CH:7][C:5]([NH2:6])=[CH:4][CH:3]=1.[C:9]([CH:12]([CH2:18][C:19]([C:21]1[CH:26]=[CH:25][C:24]([Cl:27])=[CH:23][CH:22]=1)=O)[C:13]([O:15][CH2:16][CH3:17])=[O:14])(=O)[CH3:10].O.C1(C)C=CC(S(O)(=O)=O)=CC=1. Product: [Cl:1][C:2]1[CH:8]=[CH:7][C:5]([N:6]2[C:19]([C:21]3[CH:26]=[CH:25][C:24]([Cl:27])=[CH:23][CH:22]=3)=[CH:18][C:12]([C:13]([O:15][CH2:16][CH3:17])=[O:14])=[C:9]2[CH3:10])=[CH:4][CH:3]=1. The catalyst class is: 11. (4) Reactant: [CH3:1][C:2]1[CH:7]=[C:6]([CH3:8])[NH:5][C:4](=[O:9])[C:3]=1[CH2:10][NH:11][C:12]([C:14]1[C:15]([CH3:41])=[C:16]([N:24]([CH2:39][CH3:40])[CH:25]2[CH2:30][CH2:29][CH:28]([NH:31]C(=O)OC(C)(C)C)[CH2:27][CH2:26]2)[CH:17]=[C:18]([O:20][CH2:21][CH2:22][OH:23])[CH:19]=1)=[O:13].C(O)(C(F)(F)F)=O. Product: [NH2:31][CH:28]1[CH2:27][CH2:26][CH:25]([N:24]([CH2:39][CH3:40])[C:16]2[C:15]([CH3:41])=[C:14]([CH:19]=[C:18]([O:20][CH2:21][CH2:22][OH:23])[CH:17]=2)[C:12]([NH:11][CH2:10][C:3]2[C:4](=[O:9])[NH:5][C:6]([CH3:8])=[CH:7][C:2]=2[CH3:1])=[O:13])[CH2:30][CH2:29]1. The catalyst class is: 2. (5) Reactant: [CH:1](I)([CH3:3])[CH3:2].[C:5]([O:9][C:10]([NH:12][C@@H:13]([CH2:18][C:19]1[CH:24]=[CH:23][C:22]([OH:25])=[CH:21][CH:20]=1)[C:14]([O:16][CH3:17])=[O:15])=[O:11])([CH3:8])([CH3:7])[CH3:6].C(=O)([O-])[O-].[K+].[K+]. Product: [C:5]([O:9][C:10]([NH:12][C@@H:13]([CH2:18][C:19]1[CH:24]=[CH:23][C:22]([O:25][CH:1]([CH3:3])[CH3:2])=[CH:21][CH:20]=1)[C:14]([O:16][CH3:17])=[O:15])=[O:11])([CH3:8])([CH3:6])[CH3:7]. The catalyst class is: 10.